This data is from Reaction yield outcomes from USPTO patents with 853,638 reactions. The task is: Predict the reaction yield, written as a fraction of the theoretical maximum amount of product (1.0 means a 100% yield; for example, 0.34 means a 34% yield). (1) The yield is 0.160. The reactants are [Cl:1][CH2:2][C:3]([C:5]1[S:6][CH:7]=[CH:8][CH:9]=1)=[O:4].[S:10]1[CH:14]=[CH:13][C:12]2[CH:15]=[CH:16][CH:17]=[C:18]([CH:19]([NH:31][C:32]3[CH:37]=[CH:36][CH:35]=[CH:34][CH:33]=3)[C:20]([O:22][C@@H:23]3[CH:28]4[CH2:29][CH2:30][N:25]([CH2:26][CH2:27]4)[CH2:24]3)=[O:21])[C:11]1=2.C(Cl)Cl.CO. The catalyst is C(#N)C. The product is [Cl-:1].[S:10]1[CH:14]=[CH:13][C:12]2[CH:15]=[CH:16][CH:17]=[C:18]([CH:19]([NH:31][C:32]3[CH:37]=[CH:36][CH:35]=[CH:34][CH:33]=3)[C:20]([O:22][C@@H:23]3[CH:28]4[CH2:27][CH2:26][N+:25]([CH2:2][C:3](=[O:4])[C:5]5[S:6][CH:7]=[CH:8][CH:9]=5)([CH2:30][CH2:29]4)[CH2:24]3)=[O:21])[C:11]1=2. (2) The reactants are [O:1]=[C:2]([N:26]1[CH2:31][CH2:30][N:29]([C:32](=[O:43])[C:33]2[CH:38]=[CH:37][CH:36]=[CH:35][C:34]=2[C:39]([F:42])([F:41])[F:40])[CH2:28][CH2:27]1)[CH2:3][NH:4][C:5]([C:7]1[CH:11]=[C:10]([C:12]2[CH:17]=[CH:16][CH:15]=[C:14]([O:18]CC3C=CC=CC=3)[CH:13]=2)[O:9][N:8]=1)=[O:6]. The product is [O:1]=[C:2]([N:26]1[CH2:27][CH2:28][N:29]([C:32](=[O:43])[C:33]2[CH:38]=[CH:37][CH:36]=[CH:35][C:34]=2[C:39]([F:40])([F:42])[F:41])[CH2:30][CH2:31]1)[CH2:3][NH:4][C:5]([C:7]1[CH:11]=[C:10]([C:12]2[CH:17]=[CH:16][CH:15]=[C:14]([OH:18])[CH:13]=2)[O:9][N:8]=1)=[O:6]. The catalyst is CO.[Pd]. The yield is 0.419. (3) The reactants are [C:1]([NH:5][S:6]([C:9]1[C:10]([CH:24]([F:26])[F:25])=[N:11][CH:12]=[C:13](B2OC(C)(C)C(C)(C)O2)[CH:14]=1)(=[O:8])=[O:7])([CH3:4])([CH3:3])[CH3:2].[Cl:27][C:28]1[C:29]2[N:30]([CH:35]=[CH:36][C:37]=2[C:38]2[CH:43]=[CH:42][CH:41]=[CH:40][CH:39]=2)[C:31](Cl)=[N:32][N:33]=1.[O-]P([O-])([O-])=O.[K+].[K+].[K+].F[B-](F)(F)F.C1([PH+](C2CCCCC2)C2CCCCC2)CCCCC1. The catalyst is O1CCOCC1.O.C1C=CC(/C=C/C(/C=C/C2C=CC=CC=2)=O)=CC=1.C1C=CC(/C=C/C(/C=C/C2C=CC=CC=2)=O)=CC=1.C1C=CC(/C=C/C(/C=C/C2C=CC=CC=2)=O)=CC=1.[Pd].[Pd]. The product is [C:1]([NH:5][S:6]([C:9]1[C:10]([CH:24]([F:25])[F:26])=[N:11][CH:12]=[C:13]([C:31]2[N:30]3[CH:35]=[CH:36][C:37]([C:38]4[CH:43]=[CH:42][CH:41]=[CH:40][CH:39]=4)=[C:29]3[C:28]([Cl:27])=[N:33][N:32]=2)[CH:14]=1)(=[O:7])=[O:8])([CH3:2])([CH3:3])[CH3:4]. The yield is 0.350. (4) The reactants are [CH:1]([N:4]1[C:12]2[C:7](=[CH:8][C:9]([C:13]([OH:15])=O)=[CH:10][CH:11]=2)[CH:6]=[N:5]1)([CH3:3])[CH3:2].C1N=CN(C(N2C=NC=C2)=O)C=1.[CH2:28]([O:30][C:31](=[O:36])[CH2:32]C(O)=O)[CH3:29].CCN(CC)CC.[Mg+2].[Cl-].[Cl-].[K]. The catalyst is C1COCC1.C(#N)C. The product is [CH:1]([N:4]1[C:12]2[C:7](=[CH:8][C:9]([C:13](=[O:15])[CH2:32][C:31]([O:30][CH2:28][CH3:29])=[O:36])=[CH:10][CH:11]=2)[CH:6]=[N:5]1)([CH3:2])[CH3:3]. The yield is 0.870. (5) The reactants are [Cl:1][C:2]1[CH:9]=[CH:8][C:5]([C:6]#[N:7])=[C:4]([O:10][C:11]2[CH:16]=[CH:15][CH:14]=[C:13]([CH:17]=O)[C:12]=2[O:19][CH3:20])[CH:3]=1.CN.[C:23]([BH3-])#[N:24].[Na+].[C:27]([OH:34])(=[O:33])/[CH:28]=[CH:29]/[C:30]([OH:32])=[O:31]. The catalyst is C(OCC)(=O)C.C(O)(=O)C.CO. The product is [C:27]([OH:34])(=[O:33])/[CH:28]=[CH:29]/[C:30]([OH:32])=[O:31].[Cl:1][C:2]1[CH:9]=[CH:8][C:5]([C:6]#[N:7])=[C:4]([O:10][C:11]2[CH:16]=[CH:15][CH:14]=[C:13]([CH2:17][NH:24][CH3:23])[C:12]=2[O:19][CH3:20])[CH:3]=1. The yield is 7.17.